Task: Predict the product of the given reaction.. Dataset: Forward reaction prediction with 1.9M reactions from USPTO patents (1976-2016) (1) Given the reactants [CH2:1]([C:3]1[CH:4]=[CH:5][C:6]([CH:9]=[CH:10][C:11]2[C:19]3[C:14](=[CH:15][C:16]([NH:20][C:21]4[CH:29]=[CH:28][CH:27]=[CH:26][C:22]=4[C:23](O)=[O:24])=[CH:17][CH:18]=3)[NH:13][N:12]=2)=[N:7][CH:8]=1)[CH3:2].C(O)(C(F)(F)F)=O.[CH2:37]([NH2:40])[C:38]#[CH:39].CN(C(ON1N=NC2C=CC=NC1=2)=[N+](C)C)C.F[P-](F)(F)(F)(F)F, predict the reaction product. The product is: [CH2:1]([C:3]1[CH:4]=[CH:5][C:6]([CH:9]=[CH:10][C:11]2[C:19]3[C:14](=[CH:15][C:16]([NH:20][C:21]4[CH:29]=[CH:28][CH:27]=[CH:26][C:22]=4[C:23]([NH:40][CH2:37][C:38]#[CH:39])=[O:24])=[CH:17][CH:18]=3)[NH:13][N:12]=2)=[N:7][CH:8]=1)[CH3:2]. (2) Given the reactants [CH3:1][O:2][C:3]1[CH:8]=[CH:7][C:6]([C:9]2[C:17]3[C:16]([NH:18][C:19]4[CH:20]=[C:21]([CH:27]=[CH:28][CH:29]=4)[O:22][CH2:23][C:24]([NH2:26])=O)=[N:15][CH:14]=[N:13][C:12]=3[O:11][C:10]=2[C:30]2[CH:35]=[CH:34][CH:33]=[CH:32][CH:31]=2)=[CH:5][CH:4]=1.N1C(Cl)=NC(Cl)=NC=1Cl.O.C(OCC)(=O)C, predict the reaction product. The product is: [CH3:1][O:2][C:3]1[CH:4]=[CH:5][C:6]([C:9]2[C:17]3[C:16]([NH:18][C:19]4[CH:20]=[C:21]([CH:27]=[CH:28][CH:29]=4)[O:22][CH2:23][C:24]#[N:26])=[N:15][CH:14]=[N:13][C:12]=3[O:11][C:10]=2[C:30]2[CH:35]=[CH:34][CH:33]=[CH:32][CH:31]=2)=[CH:7][CH:8]=1. (3) The product is: [C:9]([C:13]1[CH:14]=[CH:15][C:16]2[N+:21]([O-:22])=[N:20][C:19]([NH:6][CH2:5][CH2:4][N:3]([CH2:7][CH3:8])[CH2:1][CH3:2])=[N:18][C:17]=2[CH:24]=1)([CH3:12])([CH3:10])[CH3:11]. Given the reactants [CH2:1]([N:3]([CH2:7][CH3:8])[CH2:4][CH2:5][NH2:6])[CH3:2].[C:9]([C:13]1[CH:14]=[CH:15][C:16]2[N+:21]([O-:22])=[N:20][C:19](Cl)=[N:18][C:17]=2[CH:24]=1)([CH3:12])([CH3:11])[CH3:10], predict the reaction product. (4) Given the reactants [NH2:1][C:2]1[N:6]([C:7]2[CH:12]=[CH:11][CH:10]=[CH:9][CH:8]=2)[N:5]=[C:4]([C:13]2[O:17][C:16](=[O:18])[N:15]([CH:19]([CH3:21])[CH3:20])[N:14]=2)[C:3]=1[CH3:22].[OH-].[Na+].[C:25]1([O:31][C:32](Cl)=[O:33])[CH:30]=[CH:29][CH:28]=[CH:27][CH:26]=1, predict the reaction product. The product is: [CH:19]([N:15]1[C:16](=[O:18])[O:17][C:13]([C:4]2[C:3]([CH3:22])=[C:2]([NH:1][C:32](=[O:33])[O:31][C:25]3[CH:30]=[CH:29][CH:28]=[CH:27][CH:26]=3)[N:6]([C:7]3[CH:8]=[CH:9][CH:10]=[CH:11][CH:12]=3)[N:5]=2)=[N:14]1)([CH3:20])[CH3:21]. (5) Given the reactants [CH:1]([N:4]([CH:18]([CH3:20])[CH3:19])[C:5]([N:7]1[C:11]2[CH:12]=[C:13]([CH3:17])[C:14]([CH3:16])=[CH:15][C:10]=2[N:9]=[CH:8]1)=[O:6])([CH3:3])[CH3:2].[Li]CCCC.Cl[P:27]([C:35]1[CH:40]=[CH:39][CH:38]=[CH:37][C:36]=1[CH3:41])[C:28]1[CH:33]=[CH:32][CH:31]=[CH:30][C:29]=1[CH3:34], predict the reaction product. The product is: [C:29]1([CH3:34])[CH:30]=[CH:31][CH:32]=[CH:33][C:28]=1[P:27]([C:35]1[CH:40]=[CH:39][CH:38]=[CH:37][C:36]=1[CH3:41])[C:8]1[N:7]([C:5]([N:4]([CH:1]([CH3:3])[CH3:2])[CH:18]([CH3:20])[CH3:19])=[O:6])[C:11]2[CH:12]=[C:13]([CH3:17])[C:14]([CH3:16])=[CH:15][C:10]=2[N:9]=1.